From a dataset of Full USPTO retrosynthesis dataset with 1.9M reactions from patents (1976-2016). Predict the reactants needed to synthesize the given product. Given the product [F:65][C:60]1[CH:61]=[CH:62][CH:63]=[CH:64][C:59]=1[C@H:57]([N:34]([CH2:33][C:32]1[CH:66]=[CH:67][C:29]([C:27]([NH:26][C@@H:10]2[CH2:9][N:8]([C:6]([O:5][C:1]([CH3:4])([CH3:3])[CH3:2])=[O:7])[C@H:12]([C:13](=[O:25])[NH:14][C@H:15]3[C:24]4[C:19](=[CH:20][CH:21]=[CH:22][CH:23]=4)[CH2:18][CH2:17][CH2:16]3)[CH2:11]2)=[O:28])=[CH:30][CH:31]=1)[C:35]([C@@H:37]1[CH2:46][C:45]2[C:40](=[CH:41][CH:42]=[CH:43][CH:44]=2)[CH2:39][NH:38]1)=[O:36])[CH3:58], predict the reactants needed to synthesize it. The reactants are: [C:1]([O:5][C:6]([N:8]1[C@H:12]([C:13](=[O:25])[NH:14][C@H:15]2[C:24]3[C:19](=[CH:20][CH:21]=[CH:22][CH:23]=3)[CH2:18][CH2:17][CH2:16]2)[CH2:11][C@H:10]([NH:26][C:27]([C:29]2[CH:67]=[CH:66][C:32]([CH2:33][N:34]([C@@H:57]([C:59]3[CH:64]=[CH:63][CH:62]=[CH:61][C:60]=3[F:65])[CH3:58])[C:35]([C@@H:37]3[CH2:46][C:45]4[C:40](=[CH:41][CH:42]=[CH:43][CH:44]=4)[CH2:39][N:38]3C(OCC3C=CC=CC=3)=O)=[O:36])=[CH:31][CH:30]=2)=[O:28])[CH2:9]1)=[O:7])([CH3:4])([CH3:3])[CH3:2].